This data is from Full USPTO retrosynthesis dataset with 1.9M reactions from patents (1976-2016). The task is: Predict the reactants needed to synthesize the given product. (1) Given the product [P:28]([OH:32])([OH:31])([OH:30])=[O:29].[Cl:1][C:2]1[C:3]([NH:18][C:19]2[CH:23]=[C:22]([O:24][CH:25]([CH3:27])[CH3:26])[NH:21][N:20]=2)=[N:4][C:5]([NH:8][C@H:9]([C:11]2[CH:16]=[CH:15][C:14]([F:17])=[CH:13][N:12]=2)[CH3:10])=[N:6][CH:7]=1, predict the reactants needed to synthesize it. The reactants are: [Cl:1][C:2]1[C:3]([NH:18][C:19]2[CH:23]=[C:22]([O:24][CH:25]([CH3:27])[CH3:26])[NH:21][N:20]=2)=[N:4][C:5]([NH:8][C@H:9]([C:11]2[CH:16]=[CH:15][C:14]([F:17])=[CH:13][N:12]=2)[CH3:10])=[N:6][CH:7]=1.[P:28](=[O:32])([OH:31])([OH:30])[OH:29]. (2) Given the product [CH2:15]1[C@@H:16]([NH2:17])[C@@H:14]1[C:5]1[CH:4]=[CH:3][CH:2]=[CH:7][CH:6]=1, predict the reactants needed to synthesize it. The reactants are: O=[C:2]1[CH2:7][CH2:6][C:5]([CH2:14][CH2:15][C:16]#[N:17])(C2C=NC=CN=2)[CH2:4][CH2:3]1.C1(N)CC1.[BH-](OC(C)=O)(OC(C)=O)OC(C)=O.[Na+].C([O-])(O)=O.[Na+]. (3) The reactants are: [Br:1][C:2]1[CH:10]=[CH:9][C:5]([C:6]([O-:8])=O)=[C:4]([CH2:11]Br)[CH:3]=1.[NH2:13][CH2:14][CH:15]([OH:17])[CH3:16]. Given the product [Br:1][C:2]1[CH:3]=[C:4]2[C:5](=[CH:9][CH:10]=1)[C:6](=[O:8])[N:13]([CH2:14][CH:15]([OH:17])[CH3:16])[CH2:11]2, predict the reactants needed to synthesize it. (4) Given the product [C:29]([OH:2])(=[O:30])[CH3:31].[CH2:6]([NH:14][C:15]1[NH:17][C:18]([NH:20][CH2:21][CH2:22][CH2:23][CH2:24][CH2:25][CH2:26][CH3:27])=[N:19][C:29]([CH3:31])([CH3:28])[N:16]=1)[CH2:7][CH2:8][CH2:9][CH2:10][CH2:11][CH2:12][CH3:13], predict the reactants needed to synthesize it. The reactants are: C[OH:2].Cl.Cl.Cl.[CH2:6]([NH:14][C:15]([NH:17][C:18]([NH:20][CH2:21][CH2:22][CH2:23][CH2:24][CH2:25][CH2:26][CH3:27])=[NH:19])=[NH:16])[CH2:7][CH2:8][CH2:9][CH2:10][CH2:11][CH2:12][CH3:13].[CH3:28][C:29]([CH3:31])=[O:30]. (5) Given the product [CH2:1]([C:5]1[CH2:9][CH2:8][C:7](=[N:10][OH:11])[C:6]=1[C:12]1[CH:17]=[CH:16][C:15]([OH:18])=[C:14]([F:20])[CH:13]=1)[CH2:2][CH2:3][CH3:4], predict the reactants needed to synthesize it. The reactants are: [CH2:1]([C:5]1[CH2:9][CH2:8][C:7](=[N:10][OH:11])[C:6]=1[C:12]1[CH:17]=[CH:16][C:15]([O:18]C)=[C:14]([F:20])[CH:13]=1)[CH2:2][CH2:3][CH3:4].B(Br)(Br)Br.C(=O)(O)[O-].[Na+]. (6) Given the product [C:11]([O:10][C:8]([N:4]1[CH2:5][CH2:6][CH2:7][C@H:2]([NH:1][C:16]2[C:25]3[C:20](=[C:21]([C:27]([O:29][CH3:30])=[O:28])[CH:22]=[C:23]([I:26])[CH:24]=3)[N:19]=[CH:18][N:17]=2)[CH2:3]1)=[O:9])([CH3:14])([CH3:13])[CH3:12], predict the reactants needed to synthesize it. The reactants are: [NH2:1][C@H:2]1[CH2:7][CH2:6][CH2:5][N:4]([C:8]([O:10][C:11]([CH3:14])([CH3:13])[CH3:12])=[O:9])[CH2:3]1.Cl[C:16]1[C:25]2[C:20](=[C:21]([C:27]([O:29][CH3:30])=[O:28])[CH:22]=[C:23]([I:26])[CH:24]=2)[N:19]=[CH:18][N:17]=1.O.[OH-].[Na+]. (7) Given the product [Br:9][C:10]1[CH:11]=[C:12]([C:17](=[O:19])[CH2:18][C:28]([C:23]2[CH:24]=[C:25]([Cl:27])[CH:26]=[C:21]([Cl:20])[CH:22]=2)([OH:33])[C:29]([F:32])([F:31])[F:30])[CH:13]=[CH:14][C:15]=1[F:16], predict the reactants needed to synthesize it. The reactants are: C([N-]C(C)C)(C)C.[Li+].[Br:9][C:10]1[CH:11]=[C:12]([C:17](=[O:19])[CH3:18])[CH:13]=[CH:14][C:15]=1[F:16].[Cl:20][C:21]1[CH:22]=[C:23]([C:28](=[O:33])[C:29]([F:32])([F:31])[F:30])[CH:24]=[C:25]([Cl:27])[CH:26]=1.Cl. (8) Given the product [Cl:1][C:2]1[CH:7]=[C:6]([CH:5]=[CH:4][C:3]=1[CH2:11][CH2:12][O:13][CH2:23][O:24][CH3:25])[NH2:8], predict the reactants needed to synthesize it. The reactants are: [Cl:1][C:2]1[CH:7]=[C:6]([N+:8]([O-])=O)[CH:5]=[CH:4][C:3]=1[CH2:11][CH2:12][OH:13].C(N(CC)C(C)C)(C)C.[CH3:23][O:24][CH2:25]Cl. (9) Given the product [CH2:1]([O:8][C:9]1[CH:19]=[C:12]2[C:13](=[O:18])[N:14]([C:33]3[CH:47]=[CH:46][C:31]([F:27])=[CH:30][N:29]=3)[CH2:15][CH2:16][CH2:17][N:11]2[N:10]=1)[C:2]1[CH:3]=[CH:4][CH:5]=[CH:6][CH:7]=1, predict the reactants needed to synthesize it. The reactants are: [CH2:1]([O:8][C:9]1[CH:19]=[C:12]2[C:13](=[O:18])[NH:14][CH2:15][CH2:16][CH2:17][N:11]2[N:10]=1)[C:2]1[CH:7]=[CH:6][CH:5]=[CH:4][CH:3]=1.BrC1C=CC=C([F:27])N=1.C[N:29]([CH3:33])[CH2:30][CH2:31]N.[O-]P([O-])([O-])=O.[K+].[K+].[K+].O1[CH2:47][CH2:46]OCC1.